This data is from Full USPTO retrosynthesis dataset with 1.9M reactions from patents (1976-2016). The task is: Predict the reactants needed to synthesize the given product. (1) Given the product [Cl:2][C:3]1[CH:8]=[CH:7][C:6]([CH:9]([NH2:16])[CH:10]2[CH2:15][CH2:14][N:13]([C:18]3[C:19]4[CH:26]=[CH:25][NH:24][C:20]=4[N:21]=[CH:22][N:23]=3)[CH2:12][CH2:11]2)=[CH:5][CH:4]=1, predict the reactants needed to synthesize it. The reactants are: Cl.[Cl:2][C:3]1[CH:8]=[CH:7][C:6]([CH:9]([NH2:16])[CH:10]2[CH2:15][CH2:14][NH:13][CH2:12][CH2:11]2)=[CH:5][CH:4]=1.Cl[C:18]1[C:19]2[CH:26]=[CH:25][NH:24][C:20]=2[N:21]=[CH:22][N:23]=1.C(N(CC)CC)C. (2) Given the product [N+:10]([C:8]1[CH:9]=[C:4]([NH2:1])[CH:5]=[C:6]([C:13]([F:14])([F:15])[F:16])[CH:7]=1)([O-:12])=[O:11], predict the reactants needed to synthesize it. The reactants are: [N+:1]([C:4]1[CH:5]=[C:6]([C:13]([F:16])([F:15])[F:14])[CH:7]=[C:8]([N+:10]([O-:12])=[O:11])[CH:9]=1)([O-])=O.[NH4+]=S. (3) Given the product [CH3:36][S:37]([O-:40])(=[O:39])=[O:38].[F:34][C:2]([F:1])([F:35])[O:3][C:4]1[CH:9]=[CH:8][C:7]([CH:10]=[CH:11][C:12]2[O:13][CH:14]=[C:15]([CH2:17][O:18][C:19]3[CH:24]=[CH:23][C:22]([CH2:25][CH2:26][CH2:27][CH2:28][NH+:29]4[CH:33]=[CH:32][N:31]=[N:30]4)=[CH:21][CH:20]=3)[N:16]=2)=[CH:6][CH:5]=1, predict the reactants needed to synthesize it. The reactants are: [F:1][C:2]([F:35])([F:34])[O:3][C:4]1[CH:9]=[CH:8][C:7]([CH:10]=[CH:11][C:12]2[O:13][CH:14]=[C:15]([CH2:17][O:18][C:19]3[CH:24]=[CH:23][C:22]([CH2:25][CH2:26][CH2:27][CH2:28][N:29]4[CH:33]=[CH:32][N:31]=[N:30]4)=[CH:21][CH:20]=3)[N:16]=2)=[CH:6][CH:5]=1.[CH3:36][S:37]([OH:40])(=[O:39])=[O:38].C(OCC)C. (4) Given the product [CH3:1][C:2]1[N:10]([CH:19]([C:21](=[O:24])[CH2:22][CH3:23])[CH3:20])[C:5]2=[N:6][CH:7]=[CH:8][CH:9]=[C:4]2[C:3]=1[C:11]([O:13][C:14]([CH3:17])([CH3:16])[CH3:15])=[O:12], predict the reactants needed to synthesize it. The reactants are: [CH3:1][C:2]1[NH:10][C:5]2=[N:6][CH:7]=[CH:8][CH:9]=[C:4]2[C:3]=1[C:11]([O:13][C:14]([CH3:17])([CH3:16])[CH3:15])=[O:12].Br[CH:19]([C:21](=[O:24])[CH2:22][CH3:23])[CH3:20].C([O-])([O-])=O.[Cs+].[Cs+].